Dataset: Catalyst prediction with 721,799 reactions and 888 catalyst types from USPTO. Task: Predict which catalyst facilitates the given reaction. (1) Reactant: [F:1][C:2]1[CH:9]=[C:8]([F:10])[CH:7]=[CH:6][C:3]=1[CH:4]=[O:5].[CH:11]1([Mg]Br)[CH2:13][CH2:12]1.C1(C(C2C=CC(Cl)=CC=2)O)CC1. Product: [CH:11]1([CH:4]([C:3]2[CH:6]=[CH:7][C:8]([F:10])=[CH:9][C:2]=2[F:1])[OH:5])[CH2:13][CH2:12]1. The catalyst class is: 7. (2) Reactant: [F:1][C:2]([F:17])([F:16])[C:3]1[CH:4]=[C:5]([CH:9]=[C:10]([C:12]([F:15])([F:14])[F:13])[CH:11]=1)/[CH:6]=[N:7]/[OH:8].ClN1[C:23](=[O:24])[CH2:22][CH2:21]C1=O.N1C=CC=CC=1.C(O)C#C. Product: [F:1][C:2]([F:16])([F:17])[C:3]1[CH:4]=[C:5]([C:6]2[CH:21]=[C:22]([CH2:23][OH:24])[O:8][N:7]=2)[CH:9]=[C:10]([C:12]([F:15])([F:13])[F:14])[CH:11]=1. The catalyst class is: 531. (3) Reactant: [NH2:1][C:2]1[CH:9]=[CH:8][CH:7]=[CH:6][C:3]=1[CH:4]=O.Cl[CH2:11][C:12]([C:14]1[CH:19]=[CH:18][C:17]([F:20])=[CH:16][C:15]=1[F:21])=O.[OH-:22].[Na+].Cl. Product: [F:21][C:15]1[CH:16]=[C:17]([F:20])[CH:18]=[CH:19][C:14]=1[C:12]1[C:11]([OH:22])=[CH:4][C:3]2[C:2](=[CH:9][CH:8]=[CH:7][CH:6]=2)[N:1]=1. The catalyst class is: 24. (4) The catalyst class is: 19. Reactant: [C:1]([O:5][C:6]([NH:8][C@@H:9]([CH2:13][O:14][C:15]1[CH:20]=[CH:19][C:18]([F:21])=[CH:17][C:16]=1[N+:22]([O-])=O)[C:10]([OH:12])=[O:11])=[O:7])([CH3:4])([CH3:3])[CH3:2].ClCCl.CO. Product: [NH2:22][C:16]1[CH:17]=[C:18]([F:21])[CH:19]=[CH:20][C:15]=1[O:14][CH2:13][C@H:9]([NH:8][C:6]([O:5][C:1]([CH3:4])([CH3:2])[CH3:3])=[O:7])[C:10]([OH:12])=[O:11]. (5) Reactant: [CH2:1]([N:3]1[C:12]2[C:7](=[CH:8][CH:9]=[C:10]([N+:13]([O-])=O)[CH:11]=2)[C:6]([CH3:17])([CH3:16])[CH2:5][CH2:4]1)[CH3:2]. Product: [CH2:1]([N:3]1[C:12]2[C:7](=[CH:8][CH:9]=[C:10]([NH2:13])[CH:11]=2)[C:6]([CH3:16])([CH3:17])[CH2:5][CH2:4]1)[CH3:2]. The catalyst class is: 99. (6) Reactant: [CH3:1][CH:2]1[C:7](=[CH2:8])[C:6](=[O:9])[CH:5]=[C:4]([C:10]2[CH:15]=[CH:14][N:13]=[CH:12][C:11]=2[N+:16]([O-:18])=[O:17])[CH2:3]1.O.O.O.O.O.O.O.[Cl-].[Ce+3].[Cl-].[Cl-].[BH4-].[Na+]. Product: [CH3:1][C@@H:2]1[C:7](=[CH2:8])[C@H:6]([OH:9])[CH:5]=[C:4]([C:10]2[CH:15]=[CH:14][N:13]=[CH:12][C:11]=2[N+:16]([O-:18])=[O:17])[CH2:3]1. The catalyst class is: 5. (7) Reactant: C[O:2][C:3]1[CH:8]=[CH:7][C:6]([C:9]2[C:22]3[CH:21]=[CH:20][C:19]4[CH:23]=[CH:24][CH:25]=[CH:26][C:18]=4[C:17]=3[N:16]=[C:15]3[C:10]=2[CH:11]=[CH:12][C:13]2[CH:30]=[CH:29][CH:28]=[CH:27][C:14]=23)=[CH:5][CH:4]=1.Cl.[NH+]1C=CC=CC=1.O. Product: [CH:27]1[C:14]2[C:15]3[N:16]=[C:17]4[C:22]([CH:21]=[CH:20][C:19]5[CH:23]=[CH:24][CH:25]=[CH:26][C:18]=54)=[C:9]([C:6]4[CH:5]=[CH:4][C:3]([OH:2])=[CH:8][CH:7]=4)[C:10]=3[CH:11]=[CH:12][C:13]=2[CH:30]=[CH:29][CH:28]=1. The catalyst class is: 22.